Dataset: HIV replication inhibition screening data with 41,000+ compounds from the AIDS Antiviral Screen. Task: Binary Classification. Given a drug SMILES string, predict its activity (active/inactive) in a high-throughput screening assay against a specified biological target. (1) The molecule is O=C1c2cccc3cccc(c23)C(=O)N1c1ccc([N+](=O)[O-])cc1[N+](=O)[O-]. The result is 0 (inactive). (2) The compound is COc1cc2c(cc1OC)-c1cc3cc(OC)c(OC)cc3c(=O)n1CC2. The result is 0 (inactive). (3) The molecule is CC1SC2=NC3=C(c4ccccc4C3=O)C(c3ccc(Br)cc3)N2C1=O. The result is 0 (inactive). (4) The compound is CCOP(=O)(OCC)C(Nc1cccc(F)c1)c1ccc(N(C)C)cc1. The result is 0 (inactive). (5) The compound is N#CCc1nc2c(s1)C(=O)c1ccccc1C2=O. The result is 0 (inactive). (6) The compound is O=C(NC(O)(C(F)(F)F)C(F)(F)F)c1ccccc1. The result is 0 (inactive). (7) The drug is COc1cc2c(cc1-c1coc3cc(OCC=C(C)C)ccc3c1=O)OCO2. The result is 0 (inactive). (8) The compound is Cl.NC1CC(=O)c2csc(Br)c21. The result is 0 (inactive). (9) The molecule is CCOC(=O)C=Cn1c2ccccc2c(=O)c2cc(OC)ccc21. The result is 0 (inactive). (10) The drug is COC(OC)C1OCC(O)C1n1cnc2c(N)ncnc21. The result is 0 (inactive).